Predict the reaction yield, written as a fraction of the theoretical maximum amount of product (1.0 means a 100% yield; for example, 0.34 means a 34% yield). From a dataset of Reaction yield outcomes from USPTO patents with 853,638 reactions. (1) The reactants are [O:1]=[C:2]1[C:10]2[C:5](=[CH:6][CH:7]=[CH:8][CH:9]=2)[C:4](=[O:11])[N:3]1[CH2:12][CH:13]([NH:21][S:22]([C:25]1[CH:30]=[CH:29][CH:28]=[CH:27][C:26]=1[O:31][CH3:32])(=[O:24])=[O:23])[CH2:14][C:15]1[CH:20]=[CH:19][CH:18]=[CH:17][CH:16]=1.[H-].[Na+].Br[CH2:36][C:37]1[CH:46]=[CH:45][CH:44]=[CH:43][C:38]=1[C:39]([O:41][CH3:42])=[O:40]. The catalyst is CN(C=O)C. The product is [O:11]=[C:4]1[C:5]2[C:10](=[CH:9][CH:8]=[CH:7][CH:6]=2)[C:2](=[O:1])[N:3]1[CH2:12][CH:13]([N:21]([CH2:36][C:37]1[CH:46]=[CH:45][CH:44]=[CH:43][C:38]=1[C:39]([O:41][CH3:42])=[O:40])[S:22]([C:25]1[CH:30]=[CH:29][CH:28]=[CH:27][C:26]=1[O:31][CH3:32])(=[O:24])=[O:23])[CH2:14][C:15]1[CH:20]=[CH:19][CH:18]=[CH:17][CH:16]=1. The yield is 0.790. (2) The reactants are Br[C:2]1[CH:26]=[CH:25][C:5]2[C:6]3[N:10]([CH2:11][CH2:12][O:13][C:4]=2[CH:3]=1)[CH:9]=[C:8]([C:14]1[N:15]([CH:22]([CH3:24])[CH3:23])[N:16]=[C:17]([CH2:19][O:20][CH3:21])[N:18]=1)[N:7]=3.B1([C:36]2[CH2:41][CH2:40][N:39]([C:42]([O:44][C:45]([CH3:48])([CH3:47])[CH3:46])=[O:43])[CH2:38][CH:37]=2)OC(C)(C)C(C)(C)O1.C(=O)([O-])[O-].[Cs+].[Cs+].ClCCl. The catalyst is COCCOC.C1C=CC(P([C]2[CH][CH][CH][CH]2)C2C=CC=CC=2)=CC=1.C1C=CC(P([C]2[CH][CH][CH][CH]2)C2C=CC=CC=2)=CC=1.Cl[Pd]Cl.[Fe]. The product is [C:45]([O:44][C:42]([N:39]1[CH2:38][CH:37]=[C:36]([C:2]2[CH:26]=[CH:25][C:5]3[C:6]4[N:10]([CH2:11][CH2:12][O:13][C:4]=3[CH:3]=2)[CH:9]=[C:8]([C:14]2[N:15]([CH:22]([CH3:24])[CH3:23])[N:16]=[C:17]([CH2:19][O:20][CH3:21])[N:18]=2)[N:7]=4)[CH2:41][CH2:40]1)=[O:43])([CH3:48])([CH3:46])[CH3:47]. The yield is 0.720. (3) The reactants are [Cl:1][C:2]1[CH:3]=[N+:4]([O-:32])[CH:5]=[C:6]([Cl:31])[C:7]=1[CH2:8][C@@H:9]([C:21]1[CH:26]=[CH:25][C:24]([O:27][CH3:28])=[C:23]([O:29][CH3:30])[CH:22]=1)[O:10][C:11](=[O:20])[C:12]1[CH:17]=[CH:16][C:15]([CH:18]=[O:19])=[CH:14][CH:13]=1.NC1N=NC=CC=1.C(O)(=O)C.[BH-](OC(C)=O)(OC(C)=O)OC(C)=O.[Na+]. The catalyst is C(Cl)Cl. The product is [Cl:31][C:6]1[CH:5]=[N+:4]([O-:32])[CH:3]=[C:2]([Cl:1])[C:7]=1[CH2:8][C@@H:9]([C:21]1[CH:26]=[CH:25][C:24]([O:27][CH3:28])=[C:23]([O:29][CH3:30])[CH:22]=1)[O:10][C:11](=[O:20])[C:12]1[CH:13]=[CH:14][C:15]([CH2:18][OH:19])=[CH:16][CH:17]=1. The yield is 0.720. (4) The reactants are [Br:1][C:2]1[NH:10][C:9]2[C:8](=[O:11])[NH:7][C:6](=[O:12])[N:5]([CH3:13])[C:4]=2[N:3]=1.C(N(C(C)C)CC)(C)C.Br[CH2:24][CH2:25][CH:26]([CH3:28])[CH3:27]. The catalyst is CN(C=O)C.O. The product is [Br:1][C:2]1[N:10]([CH2:24][CH2:25][CH:26]([CH3:28])[CH3:27])[C:9]2[C:8](=[O:11])[NH:7][C:6](=[O:12])[N:5]([CH3:13])[C:4]=2[N:3]=1. The yield is 0.780. (5) The reactants are [NH2:1][C:2]1[C:3]([C:22]#[N:23])=[C:4]([CH:19]=[CH:20][CH:21]=1)[O:5][C@H:6]1[CH2:11][CH2:10][C@H:9]([CH2:12][NH:13][C:14](=[O:18])[CH2:15][O:16][CH3:17])[CH2:8][CH2:7]1.[C:24]([O:30][CH2:31][CH3:32])(=[O:29])[CH2:25][C:26]([CH3:28])=O. No catalyst specified. The product is [NH2:23][C:22]1[C:3]2[C:2](=[CH:21][CH:20]=[CH:19][C:4]=2[O:5][C@H:6]2[CH2:7][CH2:8][C@H:9]([CH2:12][NH:13][C:14](=[O:18])[CH2:15][O:16][CH3:17])[CH2:10][CH2:11]2)[N:1]=[C:26]([CH3:28])[C:25]=1[C:24]([O:30][CH2:31][CH3:32])=[O:29]. The yield is 0.550. (6) The reactants are N1C(CN(C)[C@@H]2C3N=CC=CC=3CCC2)=CN2C=CC=CC=12.C(NCC)C.[CH3:28][N:29]([CH2:40][C:41]1[N:42]=[C:43]2[CH:48]=[CH:47][CH:46]=[CH:45][N:44]2[C:49]=1[CH2:50][N:51]1[CH2:56][CH2:55]O[CH2:53][CH2:52]1)[C@@H:30]1[C:39]2[N:38]=[CH:37][CH:36]=[CH:35][C:34]=2[CH2:33][CH2:32][CH2:31]1. No catalyst specified. The product is [CH2:52]([N:51]([CH2:50][C:49]1[N:44]2[CH:45]=[CH:46][CH:47]=[CH:48][C:43]2=[N:42][C:41]=1[CH2:40][N:29]([CH3:28])[C@@H:30]1[C:39]2[N:38]=[CH:37][CH:36]=[CH:35][C:34]=2[CH2:33][CH2:32][CH2:31]1)[CH2:56][CH3:55])[CH3:53]. The yield is 0.510.